The task is: Predict the reaction yield, written as a fraction of the theoretical maximum amount of product (1.0 means a 100% yield; for example, 0.34 means a 34% yield).. This data is from Reaction yield outcomes from USPTO patents with 853,638 reactions. (1) The reactants are [Br:1][C:2]1[S:6][C:5]([NH2:7])=[N:4][CH:3]=1.[C:8](OC(=O)C)(=[O:10])[CH3:9]. The catalyst is CO. The product is [Br:1][C:2]1[S:6][C:5]([NH:7][C:8](=[O:10])[CH3:9])=[N:4][CH:3]=1. The yield is 0.930. (2) The reactants are [CH:1]([C:4]1[CH:9]=[CH:8][C:7]([C:10](=O)[CH2:11][O:12][C:13]2[CH:18]=[C:17]([CH3:19])[CH:16]=[C:15]([CH3:20])[CH:14]=2)=[CH:6][CH:5]=1)([CH3:3])[CH3:2].O.[O-2].[O-2].[O-2].O=[Si]=O.O=[Si]=O.O=[Si]=O.O=[Si]=O.[Al+3].[Al+3]. The catalyst is C1(C)C=CC=CC=1. The product is [CH:1]([C:4]1[CH:9]=[CH:8][C:7]([C:10]2[C:14]3[C:15]([CH3:20])=[CH:16][C:17]([CH3:19])=[CH:18][C:13]=3[O:12][CH:11]=2)=[CH:6][CH:5]=1)([CH3:3])[CH3:2]. The yield is 1.00. (3) The reactants are C(N(C(C)C)P1[O:21][C:20]2[CH:22]=[CH:23][C:24]3[CH:25]=[CH:26][CH:27]=[CH:28][C:29]=3[C:19]=2[C:19]2[C:29]3[C:24]([CH:23]=[CH:22][C:20]=2[O:21]1)=[CH:25][CH:26]=[CH:27][CH:28]=3)(C1C=CC=CC=1)C1C=CC=CC=1.[CH3:41]C1CCCC(=O)C=1. The catalyst is C(OC)(C)(C)C.C(Cl)Cl.Cl[Cu]. The product is [CH2:28]([C@:29]1([CH3:41])[CH2:24][CH2:23][CH2:22][C:20](=[O:21])[CH2:19]1)[CH2:27][CH2:26][CH3:25]. The yield is 0.790. (4) The product is [CH:1]1([N:7]2[C:12](=[O:13])[C:11]3[S:14][CH:15]=[C:16]([C:17]4[CH:22]=[CH:21][CH:20]=[CH:19][CH:18]=4)[C:10]=3[N:9]=[CH:8]2)[CH2:2][CH2:3][CH2:6]1. The catalyst is C(O)(=O)C. The reactants are [C:1]1([N:7]2[C:12](=[O:13])[C:11]3[S:14][CH:15]=[C:16]([C:17]4[CH:22]=[CH:21][CH:20]=[CH:19][CH:18]=4)[C:10]=3[N:9]=[CH:8]2)[CH:6]=CC=[CH:3][CH:2]=1.NC1C(C2C=CC=CC=2)=CSC=1C(OC)=O.C(OCC)(OCC)OCC.C1(N)CCC1. The yield is 0.691. (5) The reactants are [CH3:1][C:2]([O:5][C:6]([N:8]1[CH2:13][CH2:12][CH2:11][CH2:10][C@H:9]1[C:14]([OH:16])=O)=[O:7])([CH3:4])[CH3:3].CN(C(ON1N=NC2C=CC=NC1=2)=[N+](C)C)C.F[P-](F)(F)(F)(F)F.CCN(C(C)C)C(C)C.FC(F)(F)C(O)=O.[NH2:57][C@@H:58]([CH2:65][CH:66]([CH3:68])[CH3:67])/[CH:59]=[CH:60]/[C:61]([O:63][CH3:64])=[O:62]. The catalyst is C(Cl)Cl.CN(C=O)C.CCOC(C)=O. The product is [CH3:64][O:63][C:61](=[O:62])/[CH:60]=[CH:59]/[C@@H:58]([NH:57][C:14]([C@@H:9]1[CH2:10][CH2:11][CH2:12][CH2:13][N:8]1[C:6]([O:5][C:2]([CH3:1])([CH3:3])[CH3:4])=[O:7])=[O:16])[CH2:65][CH:66]([CH3:68])[CH3:67]. The yield is 1.00.